Dataset: Peptide-MHC class II binding affinity with 134,281 pairs from IEDB. Task: Regression. Given a peptide amino acid sequence and an MHC pseudo amino acid sequence, predict their binding affinity value. This is MHC class II binding data. (1) The peptide sequence is EKKYFAATQFPPLAA. The MHC is HLA-DPA10103-DPB10601 with pseudo-sequence HLA-DPA10103-DPB10601. The binding affinity (normalized) is 0.885. (2) The peptide sequence is VSTVVTATGLALSLLL. The MHC is DRB1_0401 with pseudo-sequence DRB1_0401. The binding affinity (normalized) is 0. (3) The peptide sequence is NVFDEVIPTAFTVGK. The MHC is DRB1_1101 with pseudo-sequence DRB1_1101. The binding affinity (normalized) is 0.0704. (4) The peptide sequence is INRQILDNAAKYV. The MHC is DRB4_0101 with pseudo-sequence DRB4_0103. The binding affinity (normalized) is 0.637. (5) The peptide sequence is TLELLYADTVAFCFR. The MHC is DRB1_0405 with pseudo-sequence DRB1_0405. The binding affinity (normalized) is 0.607. (6) The peptide sequence is NLYIKSIQSLISDTQ. The MHC is DRB3_0101 with pseudo-sequence DRB3_0101. The binding affinity (normalized) is 0.335. (7) The peptide sequence is LTSQFFLPALPVFTWL. The MHC is DRB1_1101 with pseudo-sequence DRB1_1101. The binding affinity (normalized) is 0.244.